This data is from Full USPTO retrosynthesis dataset with 1.9M reactions from patents (1976-2016). The task is: Predict the reactants needed to synthesize the given product. Given the product [C:1]([C:3]1[CH:8]=[CH:7][CH:6]=[CH:5][C:4]=1[C:9]1[CH:10]=[CH:11][C:12]([CH2:15][C:16]2[C:17](=[O:18])[N:32]([C@H:33]3[CH2:34][CH2:35][C@H:36]([C:39]([O:41][CH2:42][CH3:43])=[O:40])[CH2:37][CH2:38]3)[C:29]3[N:28]([N:27]=[CH:31][N:30]=3)[C:22]=2[CH2:23][CH2:24][CH3:25])=[CH:13][CH:14]=1)#[N:2], predict the reactants needed to synthesize it. The reactants are: [C:1]([C:3]1[CH:8]=[CH:7][CH:6]=[CH:5][C:4]=1[C:9]1[CH:14]=[CH:13][C:12]([CH2:15][CH:16]([C:22](=O)[CH2:23][CH2:24][CH3:25])[C:17](OCC)=[O:18])=[CH:11][CH:10]=1)#[N:2].[N:27]1[N:28]=[C:29]([NH:32][CH:33]2[CH2:38][CH2:37][CH:36]([C:39]([O:41][CH2:42][CH3:43])=[O:40])[CH2:35][CH2:34]2)[NH:30][CH:31]=1.C(N(CC)C1C=CC=CC=1)C.